Dataset: Merck oncology drug combination screen with 23,052 pairs across 39 cell lines. Task: Regression. Given two drug SMILES strings and cell line genomic features, predict the synergy score measuring deviation from expected non-interaction effect. (1) Drug 1: CCC1=CC2CN(C1)Cc1c([nH]c3ccccc13)C(C(=O)OC)(c1cc3c(cc1OC)N(C)C1C(O)(C(=O)OC)C(OC(C)=O)C4(CC)C=CCN5CCC31C54)C2. Drug 2: Cc1nc(Nc2ncc(C(=O)Nc3c(C)cccc3Cl)s2)cc(N2CCN(CCO)CC2)n1. Cell line: NCIH460. Synergy scores: synergy=30.9. (2) Synergy scores: synergy=14.1. Drug 2: N#Cc1ccc(Cn2cncc2CN2CCN(c3cccc(Cl)c3)C(=O)C2)cc1. Drug 1: CC(=O)OC1C(=O)C2(C)C(O)CC3OCC3(OC(C)=O)C2C(OC(=O)c2ccccc2)C2(O)CC(OC(=O)C(O)C(NC(=O)c3ccccc3)c3ccccc3)C(C)=C1C2(C)C. Cell line: UWB1289BRCA1. (3) Drug 1: CN1C(=O)C=CC2(C)C3CCC4(C)C(NC(=O)OCC(F)(F)F)CCC4C3CCC12. Drug 2: O=C(O)C1(Cc2cccc(Nc3nccs3)n2)CCC(Oc2cccc(Cl)c2F)CC1. Cell line: LOVO. Synergy scores: synergy=3.40.